Dataset: Forward reaction prediction with 1.9M reactions from USPTO patents (1976-2016). Task: Predict the product of the given reaction. Given the reactants [NH2:1][CH:2]([CH2:13][O:14][CH3:15])[C:3]([NH:5][CH2:6][C:7]1[CH:12]=[CH:11][CH:10]=[CH:9][CH:8]=1)=[O:4].[CH:16]([O:19]C(C)=O)(C)[CH3:17].C(=O)C1C(=CC=CC=1)O.CC1C(O)=C(C=O)C(COP(O)(O)=O)=CN=1, predict the reaction product. The product is: [CH3:17][C:16]([NH:1][C@@H:2]([C:3]([NH:5][CH2:6][C:7]1[CH:12]=[CH:11][CH:10]=[CH:9][CH:8]=1)=[O:4])[CH2:13][O:14][CH3:15])=[O:19].